This data is from Catalyst prediction with 721,799 reactions and 888 catalyst types from USPTO. The task is: Predict which catalyst facilitates the given reaction. (1) Reactant: Cl[C:2]1[C:11]2[C:6](=[CH:7][CH:8]=[CH:9][CH:10]=2)[N:5]=[C:4]([C:12]2[CH:13]=[N:14][CH:15]=[CH:16][CH:17]=2)[N:3]=1.[C:18]1([CH:24]([C:28]2[CH:33]=[CH:32][CH:31]=[CH:30][CH:29]=2)[CH2:25][CH2:26][NH2:27])[CH:23]=[CH:22][CH:21]=[CH:20][CH:19]=1.C(N(CC)C(C)C)(C)C. Product: [C:28]1([CH:24]([C:18]2[CH:19]=[CH:20][CH:21]=[CH:22][CH:23]=2)[CH2:25][CH2:26][NH:27][C:2]2[C:11]3[C:6](=[CH:7][CH:8]=[CH:9][CH:10]=3)[N:5]=[C:4]([C:12]3[CH:13]=[N:14][CH:15]=[CH:16][CH:17]=3)[N:3]=2)[CH:29]=[CH:30][CH:31]=[CH:32][CH:33]=1. The catalyst class is: 264. (2) Reactant: Br.Cl[C:3]1[CH:4]=[CH:5][C:6]2[N:7]([C:9]([NH2:12])=[N:10][N:11]=2)[N:8]=1.[NH:13]1[CH2:18][CH2:17][CH2:16][CH2:15][CH2:14]1. Product: [N:13]1([C:3]2[CH:4]=[CH:5][C:6]3[N:7]([C:9]([NH2:12])=[N:10][N:11]=3)[N:8]=2)[CH2:18][CH2:17][CH2:16][CH2:15][CH2:14]1. The catalyst class is: 6. (3) Reactant: C[CH:2]([CH2:4][N:5]1C(=O)N(C)C(=O)C2N=CNC1=2)C.CC1C(C)=C2OC(C[O:32][C:33]3[CH:34]=[CH:35][C:36]([CH2:39][CH:40]4[S:46][C:44](=[O:45])[NH:43][C:41]4=O)=CC=3)(C)CCC2=C(C)C=1O.CCC1C=CC(CC[O:58]C2C=CC(CC3SC(=O)NC3=O)=CC=2)=NC=1.C1C=CC(F)=C(COC2C=CC3C=C(CC4SC(=O)NC4=O)C=CC=3C=2)C=1.CN(C1C=CC=CN=1)CCOC1C=CC(CC2SC(=O)NC2=O)=CC=1.CC1OC(C2C=CC=CC=2)=NC=1CCC(C1C=CC(CC2SC(=O)NC2=O)=CC=1)=O.CC1OC(C2C=CC=CC=2)=NC=1CCOC1C=CC(C[C@H](NC2C=CC=CC=2C(C2C=CC=CC=2)=O)C(O)=O)=CC=1. Product: [OH:58][C:33]([CH2:34][CH2:35][CH2:36][CH2:39][C@H:40]1[C@@H:41]2[C@@H:4]([NH:5][C:44]([NH:43]2)=[O:45])[CH2:2][S:46]1)=[O:32]. The catalyst class is: 16. (4) Product: [C:1]1([C:7]2[N:12]3[N:13]=[C:14]([NH:16][CH:18]4[CH2:23][CH2:22][CH:21]([C:24]([O:26][CH2:27][CH3:28])=[O:25])[CH2:20][CH2:19]4)[N:15]=[C:11]3[CH:10]=[CH:9][CH:8]=2)[CH:2]=[CH:3][CH:4]=[CH:5][CH:6]=1. The catalyst class is: 26. Reactant: [C:1]1([C:7]2[N:12]3[N:13]=[C:14]([NH2:16])[N:15]=[C:11]3[CH:10]=[CH:9][CH:8]=2)[CH:6]=[CH:5][CH:4]=[CH:3][CH:2]=1.O=[C:18]1[CH2:23][CH2:22][CH:21]([C:24]([O:26][CH2:27][CH3:28])=[O:25])[CH2:20][CH2:19]1.C(O[BH-](OC(=O)C)OC(=O)C)(=O)C.[Na+].C(O)(=O)C. (5) Reactant: [S:1]([O:5][O-])([O-])(=O)=[O:2].[K+].[K+].[CH2:9]1[C:12]2([CH2:15][CH:14]([NH:16][C:17](=[O:26])[O:18][CH2:19][C:20]3[CH:25]=[CH:24][CH:23]=[CH:22][CH:21]=3)[CH2:13]2)[CH2:11]S1. Product: [O:2]=[S:1]1(=[O:5])[CH2:11][C:12]2([CH2:13][CH:14]([NH:16][C:17](=[O:26])[O:18][CH2:19][C:20]3[CH:21]=[CH:22][CH:23]=[CH:24][CH:25]=3)[CH2:15]2)[CH2:9]1. The catalyst class is: 72. (6) Reactant: [CH3:1][O:2][C:3]1[CH:8]=[CH:7][C:6]([C@@H:9]2[N:13]3[C:14](=[O:17])[CH2:15][CH2:16][C@H:12]3[CH2:11][O:10]2)=[CH:5][CH:4]=1.[Li+].CC([N-]C(C)C)C.[O:26]1CN1.CCOC(C)=O. Product: [OH:26][CH:15]1[C:14](=[O:17])[N:13]2[C@@H:9]([C:6]3[CH:5]=[CH:4][C:3]([O:2][CH3:1])=[CH:8][CH:7]=3)[O:10][CH2:11][C@@H:12]2[CH2:16]1. The catalyst class is: 20. (7) Reactant: C1COCC1.[N:6]([CH2:9][CH2:10][O:11][CH2:12][CH2:13][O:14][CH2:15][CH2:16][O:17][C:18]1[CH:23]=[C:22]([CH3:24])[CH:21]=[C:20]([CH3:25])[CH:19]=1)=[N+]=[N-].C1(P(C2C=CC=CC=2)C2C=CC=CC=2)C=CC=CC=1. Product: [CH3:24][C:22]1[CH:23]=[C:18]([CH:19]=[C:20]([CH3:25])[CH:21]=1)[O:17][CH2:16][CH2:15][O:14][CH2:13][CH2:12][O:11][CH2:10][CH2:9][NH2:6]. The catalyst class is: 6.